This data is from Forward reaction prediction with 1.9M reactions from USPTO patents (1976-2016). The task is: Predict the product of the given reaction. (1) Given the reactants [CH3:1][N:2]1[C:6]2[CH:7]=[C:8]([N:11]3[CH:16]=[C:15]([C:17]([O:19][CH2:20][CH3:21])=[O:18])[C:14](=[O:22])[NH:13][C:12]3=[O:23])[CH:9]=[CH:10][C:5]=2[N:4]=[CH:3]1.Br[CH2:25][C:26]1[CH:31]=[CH:30][CH:29]=[C:28]([C:32]([F:35])([F:34])[F:33])[C:27]=1[Cl:36], predict the reaction product. The product is: [Cl:36][C:27]1[C:28]([C:32]([F:33])([F:34])[F:35])=[CH:29][CH:30]=[CH:31][C:26]=1[CH2:25][N:13]1[C:14](=[O:22])[C:15]([C:17]([O:19][CH2:20][CH3:21])=[O:18])=[CH:16][N:11]([C:8]2[CH:9]=[CH:10][C:5]3[N:4]=[CH:3][N:2]([CH3:1])[C:6]=3[CH:7]=2)[C:12]1=[O:23]. (2) Given the reactants [Cl:1][C:2]1[CH:3]=[C:4]([CH:9]2[CH2:14][CH2:13][CH2:12][N:11]3[C:15]([C:18]4[CH:23]=[CH:22][C:21]([C:24]5[O:28][C:27]([CH3:29])=[N:26][CH:25]=5)=[C:20]([O:30][CH3:31])[CH:19]=4)=[N:16][N:17]=[C:10]23)[CH:5]=[CH:6][C:7]=1[Cl:8].[H-].[Na+].CN(C=[O:38])C, predict the reaction product. The product is: [Cl:1][C:2]1[CH:3]=[C:4]([C:9]2([OH:38])[CH2:14][CH2:13][CH2:12][N:11]3[C:15]([C:18]4[CH:23]=[CH:22][C:21]([C:24]5[O:28][C:27]([CH3:29])=[N:26][CH:25]=5)=[C:20]([O:30][CH3:31])[CH:19]=4)=[N:16][N:17]=[C:10]23)[CH:5]=[CH:6][C:7]=1[Cl:8]. (3) Given the reactants [CH2:1]([N:4]1[CH2:9][CH:8]([OH:10])[C:7]2[S:11][CH:12]=[CH:13][C:6]=2[CH2:5]1)[CH:2]=[CH2:3].[Cl:14][C:15]1[CH:16]=[C:17](F)[CH:18]=[CH:19][C:20]=1[Cl:21], predict the reaction product. The product is: [ClH:14].[CH2:1]([N:4]1[CH2:9][CH:8]([O:10][C:18]2[CH:17]=[CH:16][C:15]([Cl:14])=[C:20]([Cl:21])[CH:19]=2)[C:7]2[S:11][CH:12]=[CH:13][C:6]=2[CH2:5]1)[CH:2]=[CH2:3]. (4) Given the reactants C1(C2C=CC([CH:8]=[O:9])=CC=2)CC1.Br[C:13]1[CH:18]=[CH:17][C:16]([C:19]([O:22][CH3:23])([CH3:21])[CH3:20])=[C:15]([Cl:24])[CH:14]=1.[Li]CCCC.CCCCCC.CN(C=O)C, predict the reaction product. The product is: [Cl:24][C:15]1[CH:14]=[C:13]([CH:18]=[CH:17][C:16]=1[C:19]([O:22][CH3:23])([CH3:21])[CH3:20])[CH:8]=[O:9]. (5) Given the reactants Br[C:2]1[CH:7]=[CH:6][CH:5]=[CH:4][C:3]=1[CH2:8][CH2:9][C:10]([N:12]([CH:22]([CH3:24])[CH3:23])[NH:13][C:14](=[O:21])[C:15]1[CH:20]=[CH:19][CH:18]=[CH:17][CH:16]=1)=[O:11].COCCOC.[CH:31]([C:34]1[CH:35]=[C:36](B(O)O)[CH:37]=[CH:38][CH:39]=1)([CH3:33])[CH3:32], predict the reaction product. The product is: [CH:31]([C:34]1[CH:39]=[C:38]([C:2]2[CH:7]=[CH:6][CH:5]=[CH:4][C:3]=2[CH2:8][CH2:9][C:10]([N:12]([CH:22]([CH3:24])[CH3:23])[NH:13][C:14](=[O:21])[C:15]2[CH:20]=[CH:19][CH:18]=[CH:17][CH:16]=2)=[O:11])[CH:37]=[CH:36][CH:35]=1)([CH3:33])[CH3:32]. (6) Given the reactants Cl.[C:2]([NH:6][C:7]([C:9]1[C:17]2[C:12](=[N:13][CH:14]=[C:15]([C:18]3[C:26]4[C:21](=[CH:22][CH:23]=[C:24]([O:27][CH:28]([F:30])[F:29])[CH:25]=4)[N:20]([CH:31]4[CH2:36][CH2:35][NH:34][CH2:33][CH2:32]4)[N:19]=3)[N:16]=2)[N:11]([CH2:37][O:38][CH2:39][CH2:40][Si:41]([CH3:44])([CH3:43])[CH3:42])[CH:10]=1)=[O:8])([CH3:5])([CH3:4])[CH3:3].[CH2:45](N(CC)CC)C.C=O.C(O[BH-](OC(=O)C)OC(=O)C)(=O)C.[Na+], predict the reaction product. The product is: [C:2]([NH:6][C:7]([C:9]1[C:17]2[C:12](=[N:13][CH:14]=[C:15]([C:18]3[C:26]4[C:21](=[CH:22][CH:23]=[C:24]([O:27][CH:28]([F:29])[F:30])[CH:25]=4)[N:20]([CH:31]4[CH2:32][CH2:33][N:34]([CH3:45])[CH2:35][CH2:36]4)[N:19]=3)[N:16]=2)[N:11]([CH2:37][O:38][CH2:39][CH2:40][Si:41]([CH3:44])([CH3:43])[CH3:42])[CH:10]=1)=[O:8])([CH3:5])([CH3:4])[CH3:3].